Dataset: Full USPTO retrosynthesis dataset with 1.9M reactions from patents (1976-2016). Task: Predict the reactants needed to synthesize the given product. Given the product [C:1]([O:20][CH2:21][C@@H:22]1[C@@H:23]2[C:27](=[N:28][O:29][CH2:24]2)[CH2:26][O:25]1)([C:8]1[CH:13]=[CH:12][CH:11]=[CH:10][CH:9]=1)([C:14]1[CH:15]=[CH:16][CH:17]=[CH:18][CH:19]=1)[C:2]1[CH:3]=[CH:4][CH:5]=[CH:6][CH:7]=1, predict the reactants needed to synthesize it. The reactants are: [C:1]([O:20][CH2:21][C@@H:22]([O:25][CH2:26]/[CH:27]=[N:28]/[OH:29])[CH:23]=[CH2:24])([C:14]1[CH:19]=[CH:18][CH:17]=[CH:16][CH:15]=1)([C:8]1[CH:13]=[CH:12][CH:11]=[CH:10][CH:9]=1)[C:2]1[CH:7]=[CH:6][CH:5]=[CH:4][CH:3]=1.Cl[O-].[Na+].